Predict which catalyst facilitates the given reaction. From a dataset of Catalyst prediction with 721,799 reactions and 888 catalyst types from USPTO. (1) Reactant: [Cl:1][C:2]1[CH:3]=[C:4]([C:8](=[O:18])[CH2:9][C:10]([C:12]2[S:16][CH:15]=[N:14][C:13]=2[CH3:17])=[O:11])[CH:5]=[CH:6][CH:7]=1.[Li+].CC([N-]C(C)C)C.ClC1C=C(N([CH2:43][C:44]2[C:53]3[C:48](=[C:49]([F:54])[CH:50]=[CH:51][CH:52]=3)[NH:47][C:46](=[O:55])[CH:45]=2)C(C2N=CN(C)C=2)=O)C=CC=1.P([O-])([O-])([O-])=O.CCCC[N+](CCCC)(CCCC)CCCC.[F-]. Product: [Cl:1][C:2]1[CH:3]=[C:4]([C:8](=[O:18])[CH:9]([CH2:43][C:44]2[C:53]3[C:48](=[C:49]([F:54])[CH:50]=[CH:51][CH:52]=3)[NH:47][C:46](=[O:55])[CH:45]=2)[C:10]([C:12]2[S:16][CH:15]=[N:14][C:13]=2[CH3:17])=[O:11])[CH:5]=[CH:6][CH:7]=1. The catalyst class is: 76. (2) Reactant: [CH2:1]([O:3][C@H:4]([CH3:52])[CH2:5][O:6][CH2:7][C:8]1[CH:13]=[CH:12][C:11]([C@@H:14]2[C@@H:19]([O:20][CH2:21][C:22]3[CH:23]=[CH:24][C:25]4[O:30][CH2:29][CH2:28][N:27]([CH2:31][CH2:32][CH2:33][O:34][CH3:35])[C:26]=4[CH:36]=3)[CH2:18][N:17]([S:37]([C:40]3[CH:45]=[CH:44][C:43]([CH3:46])=[CH:42][CH:41]=3)(=[O:39])=[O:38])[C@@H:16]([CH2:47][C:48]([NH2:51])([CH3:50])[CH3:49])[CH2:15]2)=[CH:10][CH:9]=1)[CH3:2].CCN(CC)CC.[C:60](Cl)(=[O:62])[CH3:61]. Product: [CH2:1]([O:3][C@H:4]([CH3:52])[CH2:5][O:6][CH2:7][C:8]1[CH:13]=[CH:12][C:11]([C@@H:14]2[C@@H:19]([O:20][CH2:21][C:22]3[CH:23]=[CH:24][C:25]4[O:30][CH2:29][CH2:28][N:27]([CH2:31][CH2:32][CH2:33][O:34][CH3:35])[C:26]=4[CH:36]=3)[CH2:18][N:17]([S:37]([C:40]3[CH:45]=[CH:44][C:43]([CH3:46])=[CH:42][CH:41]=3)(=[O:38])=[O:39])[C@@H:16]([CH2:47][C:48]([NH:51][C:60](=[O:62])[CH3:61])([CH3:50])[CH3:49])[CH2:15]2)=[CH:10][CH:9]=1)[CH3:2]. The catalyst class is: 34.